This data is from Reaction yield outcomes from USPTO patents with 853,638 reactions. The task is: Predict the reaction yield, written as a fraction of the theoretical maximum amount of product (1.0 means a 100% yield; for example, 0.34 means a 34% yield). The reactants are [Br:1][C:2]1[CH:9]=[CH:8][C:5]([C:6]#[N:7])=[C:4]([F:10])[CH:3]=1.[C:11]([Cl:14])(=[O:13])[CH3:12]. No catalyst specified. The product is [ClH:14].[CH2:11]([O:13][C:6](=[NH:7])[C:5]1[CH:8]=[CH:9][C:2]([Br:1])=[CH:3][C:4]=1[F:10])[CH3:12]. The yield is 0.570.